Dataset: NCI-60 drug combinations with 297,098 pairs across 59 cell lines. Task: Regression. Given two drug SMILES strings and cell line genomic features, predict the synergy score measuring deviation from expected non-interaction effect. (1) Drug 2: CC=C1C(=O)NC(C(=O)OC2CC(=O)NC(C(=O)NC(CSSCCC=C2)C(=O)N1)C(C)C)C(C)C. Drug 1: CC1=C2C(C(=O)C3(C(CC4C(C3C(C(C2(C)C)(CC1OC(=O)C(C(C5=CC=CC=C5)NC(=O)OC(C)(C)C)O)O)OC(=O)C6=CC=CC=C6)(CO4)OC(=O)C)OC)C)OC. Cell line: RXF 393. Synergy scores: CSS=51.5, Synergy_ZIP=-16.7, Synergy_Bliss=-14.1, Synergy_Loewe=-17.7, Synergy_HSA=-10.3. (2) Drug 1: CC1=C(C(CCC1)(C)C)C=CC(=CC=CC(=CC(=O)O)C)C. Drug 2: C#CCC(CC1=CN=C2C(=N1)C(=NC(=N2)N)N)C3=CC=C(C=C3)C(=O)NC(CCC(=O)O)C(=O)O. Cell line: HOP-62. Synergy scores: CSS=17.4, Synergy_ZIP=0.143, Synergy_Bliss=0.113, Synergy_Loewe=-5.22, Synergy_HSA=-1.76. (3) Drug 1: C1=NC(=NC(=O)N1C2C(C(C(O2)CO)O)O)N. Drug 2: N.N.Cl[Pt+2]Cl. Cell line: SK-MEL-2. Synergy scores: CSS=85.3, Synergy_ZIP=0.00756, Synergy_Bliss=-2.51, Synergy_Loewe=3.73, Synergy_HSA=5.98. (4) Drug 1: C1CCN(CC1)CCOC2=CC=C(C=C2)C(=O)C3=C(SC4=C3C=CC(=C4)O)C5=CC=C(C=C5)O. Drug 2: C1=CC=C(C=C1)NC(=O)CCCCCCC(=O)NO. Cell line: NCI-H322M. Synergy scores: CSS=-5.45, Synergy_ZIP=1.02, Synergy_Bliss=-0.839, Synergy_Loewe=-2.51, Synergy_HSA=-6.72. (5) Synergy scores: CSS=21.1, Synergy_ZIP=1.95, Synergy_Bliss=0.642, Synergy_Loewe=-0.638, Synergy_HSA=2.15. Drug 2: CCN(CC)CCNC(=O)C1=C(NC(=C1C)C=C2C3=C(C=CC(=C3)F)NC2=O)C. Cell line: SN12C. Drug 1: C1=CC(=CC=C1CCC2=CNC3=C2C(=O)NC(=N3)N)C(=O)NC(CCC(=O)O)C(=O)O. (6) Drug 1: CC1=C2C(C(=O)C3(C(CC4C(C3C(C(C2(C)C)(CC1OC(=O)C(C(C5=CC=CC=C5)NC(=O)OC(C)(C)C)O)O)OC(=O)C6=CC=CC=C6)(CO4)OC(=O)C)OC)C)OC. Drug 2: C1CN(P(=O)(OC1)NCCCl)CCCl. Synergy scores: CSS=54.2, Synergy_ZIP=11.5, Synergy_Bliss=13.4, Synergy_Loewe=-39.0, Synergy_HSA=14.0. Cell line: NCI-H522. (7) Drug 1: C1=NC2=C(N1)C(=S)N=C(N2)N. Drug 2: CC1C(C(CC(O1)OC2CC(OC(C2O)C)OC3=CC4=CC5=C(C(=O)C(C(C5)C(C(=O)C(C(C)O)O)OC)OC6CC(C(C(O6)C)O)OC7CC(C(C(O7)C)O)OC8CC(C(C(O8)C)O)(C)O)C(=C4C(=C3C)O)O)O)O. Cell line: SF-295. Synergy scores: CSS=26.3, Synergy_ZIP=-3.63, Synergy_Bliss=-10.5, Synergy_Loewe=-11.1, Synergy_HSA=-10.2. (8) Synergy scores: CSS=54.0, Synergy_ZIP=-6.06, Synergy_Bliss=-15.3, Synergy_Loewe=-22.6, Synergy_HSA=-16.5. Drug 1: CS(=O)(=O)C1=CC(=C(C=C1)C(=O)NC2=CC(=C(C=C2)Cl)C3=CC=CC=N3)Cl. Cell line: HL-60(TB). Drug 2: C1=C(C(=O)NC(=O)N1)F.